Dataset: Full USPTO retrosynthesis dataset with 1.9M reactions from patents (1976-2016). Task: Predict the reactants needed to synthesize the given product. Given the product [OH:4][C@@H:3]1[C@@H:5]([CH2:6][OH:7])[O:8][C@@H:1]([N:9]2[CH:10]=[N:11][C:12]3[C:13](=[O:14])[N:15]([CH2:25]/[CH:26]=[C:27](\[CH3:28])/[CH2:29][CH2:30]/[CH:31]=[C:32](\[CH3:33])/[CH2:34][CH2:35][CH:36]=[C:37]([CH3:39])[CH3:38])[CH:16]=[N:17][C:18]2=3)[CH2:2]1, predict the reactants needed to synthesize it. The reactants are: [C@@H:1]1([N:9]2[C:18]3[N:17]=[CH:16][N:15]=[C:13]([OH:14])[C:12]=3[N:11]=[CH:10]2)[O:8][C@H:5]([CH2:6][OH:7])[C@@H:3]([OH:4])[CH2:2]1.C([O-])([O-])=O.[K+].[K+].[CH2:25](Br)[CH:26]=[C:27]([CH2:29][CH2:30][CH:31]=[C:32]([CH2:34][CH2:35][CH:36]=[C:37]([CH3:39])[CH3:38])[CH3:33])[CH3:28].C(Cl)(Cl)Cl.CO.